This data is from Full USPTO retrosynthesis dataset with 1.9M reactions from patents (1976-2016). The task is: Predict the reactants needed to synthesize the given product. (1) Given the product [CH:1]1([N:6]2[CH2:12][C:11]([F:14])([F:13])[C:10](=[O:15])[N:9]([CH3:16])[C:8]3[CH:17]=[N:18][C:19]([NH:21][C:22]4[CH:30]=[CH:29][C:25]([C:26]([NH:34][CH3:38])=[O:27])=[CH:24][C:23]=4[CH2:31][CH3:32])=[N:20][C:7]2=3)[CH2:2][CH2:3][CH2:4][CH2:5]1, predict the reactants needed to synthesize it. The reactants are: [CH:1]1([N:6]2[CH2:12][C:11]([F:14])([F:13])[C:10](=[O:15])[N:9]([CH3:16])[C:8]3[CH:17]=[N:18][C:19]([NH:21][C:22]4[CH:30]=[CH:29][C:25]([C:26](O)=[O:27])=[CH:24][C:23]=4[CH2:31][CH3:32])=[N:20][C:7]2=3)[CH2:5][CH2:4][CH2:3][CH2:2]1.O[N:34]1[C:38]2C=CC=CC=2N=N1.F[P-](F)(F)(F)(F)F.CN(C(N(C)C)=[N+]1C2C=CC=CC=2[N+]([O-])=N1)C.C(N(C(C)C)CC)(C)C.Cl.CN. (2) Given the product [Cl:5][C:6]1[CH:26]=[CH:25][C:9]([C:10]([C:12]2[CH:13]=[C:14]3[C:19](=[CH:20][CH:21]=2)[N:18]=[CH:17][CH:16]=[C:15]3[C:22]([O:24][CH3:27])=[O:23])=[O:11])=[CH:8][CH:7]=1, predict the reactants needed to synthesize it. The reactants are: S(Cl)(Cl)=O.[Cl:5][C:6]1[CH:26]=[CH:25][C:9]([C:10]([C:12]2[CH:13]=[C:14]3[C:19](=[CH:20][CH:21]=2)[N:18]=[CH:17][CH:16]=[C:15]3[C:22]([OH:24])=[O:23])=[O:11])=[CH:8][CH:7]=1.[CH3:27]O. (3) The reactants are: Br[C:2]1[CH:3]=[C:4]2[C:9](=[CH:10][CH:11]=1)[N:8]=[C:7]([NH:12][C:13](=[O:30])[CH2:14][CH2:15][C:16]([C:18]1[CH:23]=[CH:22][C:21]([O:24][CH2:25][CH3:26])=[C:20]([O:27][CH2:28][CH3:29])[CH:19]=1)=[O:17])[CH:6]=[C:5]2[C:31]1[CH:36]=[CH:35][C:34]([CH3:37])=[CH:33][CH:32]=1.[CH:38]([CH2:40][C:41]([O:43][C:44]([CH3:47])([CH3:46])[CH3:45])=[O:42])=C.C1(P(C2C=CC=CC=2)C2C=CC=CC=2)C=CC=CC=1.Cl. Given the product [CH2:28]([O:27][C:20]1[CH:19]=[C:18]([C:16](=[O:17])[CH2:15][CH2:14][C:13]([NH:12][C:7]2[CH:6]=[C:5]([C:31]3[CH:32]=[CH:33][C:34]([CH3:37])=[CH:35][CH:36]=3)[C:4]3[C:9](=[CH:10][CH:11]=[C:2](/[CH:38]=[CH:40]/[C:41]([O:43][C:44]([CH3:47])([CH3:46])[CH3:45])=[O:42])[CH:3]=3)[N:8]=2)=[O:30])[CH:23]=[CH:22][C:21]=1[O:24][CH2:25][CH3:26])[CH3:29], predict the reactants needed to synthesize it. (4) Given the product [CH:44]1([NH:40][C:30]([C:27]2[CH:28]=[N:29][C:24]3[N:25]([C:21]([C:18]4([C:14]5[CH:13]=[C:12]6[C:17](=[CH:16][CH:15]=5)[N:8]=[CH:9][CH:10]=[CH:11]6)[CH2:20][CH2:19]4)=[CH:22][N:23]=3)[CH:26]=2)=[O:32])[CH2:45][CH2:46][CH2:47][CH2:48][CH2:43]1, predict the reactants needed to synthesize it. The reactants are: C(N(CC)CC)C.[N:8]1[C:17]2[C:12](=[CH:13][C:14]([C:18]3([C:21]4[N:25]5[CH:26]=[C:27]([C:30]([OH:32])=O)[CH:28]=[N:29][C:24]5=[N:23][CH:22]=4)[CH2:20][CH2:19]3)=[CH:15][CH:16]=2)[CH:11]=[CH:10][CH:9]=1.F[P-](F)(F)(F)(F)F.[N:40]1(O[P+](N2CCCC2)(N2CCCC2)N2CCCC2)[C:44]2[CH:45]=[CH:46][CH:47]=[CH:48][C:43]=2N=N1.C1(N)CCCCC1. (5) The reactants are: [CH3:1][C:2]1[CH:15]=[C:14]([N+:16]([O-:18])=[O:17])[CH:13]=[CH:12][C:3]=1[O:4][C:5]1[CH:6]=[C:7]([OH:11])[CH:8]=[CH:9][CH:10]=1.I[CH2:20][CH2:21][CH:22]([CH3:24])[CH3:23].C(=O)([O-])[O-].[K+].[K+]. Given the product [CH3:1][C:2]1[CH:15]=[C:14]([N+:16]([O-:18])=[O:17])[CH:13]=[CH:12][C:3]=1[O:4][C:5]1[CH:10]=[CH:9][CH:8]=[C:7]([O:11][CH2:20][CH2:21][CH:22]([CH3:24])[CH3:23])[CH:6]=1, predict the reactants needed to synthesize it. (6) Given the product [CH:1]1([C:5]2[N:13]3[C:8]([C:9]([NH2:14])=[N:10][CH:11]=[N:12]3)=[C:7]([C:18]3[C:17]([F:16])=[C:26]4[C:21]([CH:22]=[CH:23][C:24]([C:27]5[CH:28]=[CH:29][CH:30]=[CH:31][CH:32]=5)=[N:25]4)=[CH:20][CH:19]=3)[N:6]=2)[CH2:4][CH2:3][CH2:2]1, predict the reactants needed to synthesize it. The reactants are: [CH:1]1([C:5]2[N:13]3[C:8]([C:9]([NH2:14])=[N:10][CH:11]=[N:12]3)=[C:7](I)[N:6]=2)[CH2:4][CH2:3][CH2:2]1.[F:16][C:17]1[C:18](B2OC(C)(C)C(C)(C)C2)=[CH:19][CH:20]=[C:21]2[C:26]=1[N:25]=[C:24]([C:27]1[CH:32]=[CH:31][CH:30]=[CH:29][CH:28]=1)[CH:23]=[CH:22]2.C(=O)([O-])[O-].[Cs+].[Cs+].N#N.C(=O)(O)[O-].[Na+]. (7) Given the product [CH3:1][C:2]1[C:6]([C:7]2[CH:8]=[C:9]([C:28]3[C:37]4[C:32](=[CH:33][CH:34]=[CH:35][CH:36]=4)[N:31]=[N:30][C:29]=3[C:38]([OH:40])=[O:39])[C:10]3[NH:14][C:13](=[O:15])[NH:12][C:11]=3[CH:16]=2)=[C:5]([CH3:26])[O:4][N:3]=1, predict the reactants needed to synthesize it. The reactants are: [CH3:1][C:2]1[C:6]([C:7]2[CH:8]=[C:9](B3OC(C)(C)C(C)(C)O3)[C:10]3[NH:14][C:13](=[O:15])[NH:12][C:11]=3[CH:16]=2)=[C:5]([CH3:26])[O:4][N:3]=1.Cl[C:28]1[C:37]2[C:32](=[CH:33][CH:34]=[CH:35][CH:36]=2)[N:31]=[N:30][C:29]=1[C:38]([O:40]C)=[O:39].C(Cl)Cl.N1(C2CCCCCCCCCC2)CCCN=CCCCCC1. (8) Given the product [Br:1][C:2]1[CH:3]=[C:4]([CH:8]=[CH:9][C:10]=1[C:11]([N:13]1[CH2:17][CH:16]=[CH:15][CH2:14]1)=[O:12])[C:5]([NH:61][C@H:57]([C:55]1[NH:54][C:53]2[CH:62]=[CH:63][C:50]([Cl:49])=[CH:51][C:52]=2[N:56]=1)[CH2:58][CH2:59][CH3:60])=[O:7], predict the reactants needed to synthesize it. The reactants are: [Br:1][C:2]1[CH:3]=[C:4]([CH:8]=[CH:9][C:10]=1[C:11]([N:13]1[CH2:17][CH:16]=[CH:15][CH2:14]1)=[O:12])[C:5]([OH:7])=O.CN(C(ON1N=NC2C=CC=CC1=2)=[N+](C)C)C.[B-](F)(F)(F)F.C(N(C(C)C)CC)(C)C.[Cl:49][C:50]1[CH:63]=[CH:62][C:53]2[NH:54][C:55]([C@@H:57]([NH2:61])[CH2:58][CH2:59][CH3:60])=[N:56][C:52]=2[CH:51]=1.BrCl. (9) The reactants are: [C:1]([C:5]1[CH:6]=[C:7]([NH:48][S:49]([CH3:52])(=[O:51])=[O:50])[C:8]([O:46][CH3:47])=[C:9]([NH:11][C:12](=[O:45])[NH:13][C:14]2[C:23]3[C:18](=[CH:19][CH:20]=[CH:21][CH:22]=3)[C:17]([O:24][C:25]3[CH:30]=[CH:29][N:28]=[C:27]([NH:31][C:32]4[CH:37]=[CH:36][C:35]([P:38]([CH3:43])(=[O:42])[O:39]CC)=[C:34]([Cl:44])[CH:33]=4)[CH:26]=3)=[CH:16][CH:15]=2)[CH:10]=1)([CH3:4])([CH3:3])[CH3:2].[OH-].[Na+].C(O)(=O)C. Given the product [C:1]([C:5]1[CH:6]=[C:7]([NH:48][S:49]([CH3:52])(=[O:51])=[O:50])[C:8]([O:46][CH3:47])=[C:9]([NH:11][C:12]([NH:13][C:14]2[C:23]3[C:18](=[CH:19][CH:20]=[CH:21][CH:22]=3)[C:17]([O:24][C:25]3[CH:30]=[CH:29][N:28]=[C:27]([NH:31][C:32]4[CH:37]=[CH:36][C:35]([P:38]([CH3:43])(=[O:39])[OH:42])=[C:34]([Cl:44])[CH:33]=4)[CH:26]=3)=[CH:16][CH:15]=2)=[O:45])[CH:10]=1)([CH3:4])([CH3:2])[CH3:3], predict the reactants needed to synthesize it. (10) Given the product [ClH:1].[C:19]([C:15]1[CH:14]=[C:13]([C:7]2([NH:6][CH2:5][C@@H:4]([OH:23])[C@@H:3]([NH:2][C:53](=[O:54])[CH3:52])[CH2:24][C:25]3[CH:30]=[CH:29][C:28]([NH:31][C:32]4[CH:37]=[C:36]([C:38]5[CH:43]=[CH:42][C:41]([F:44])=[CH:40][CH:39]=5)[N:35]=[CH:34][N:33]=4)=[CH:27][CH:26]=3)[CH2:12][CH2:11][CH2:10][CH2:9][CH2:8]2)[CH:18]=[CH:17][CH:16]=1)([CH3:22])([CH3:20])[CH3:21], predict the reactants needed to synthesize it. The reactants are: [ClH:1].[NH2:2][C@@H:3]([CH2:24][C:25]1[CH:30]=[CH:29][C:28]([NH:31][C:32]2[CH:37]=[C:36]([C:38]3[CH:43]=[CH:42][C:41]([F:44])=[CH:40][CH:39]=3)[N:35]=[CH:34][N:33]=2)=[CH:27][CH:26]=1)[C@H:4]([OH:23])[CH2:5][NH:6][C:7]1([C:13]2[CH:18]=[CH:17][CH:16]=[C:15]([C:19]([CH3:22])([CH3:21])[CH3:20])[CH:14]=2)[CH2:12][CH2:11][CH2:10][CH2:9][CH2:8]1.CCN(CC)CC.[CH3:52][C:53](OC(C)=O)=[O:54].